This data is from Full USPTO retrosynthesis dataset with 1.9M reactions from patents (1976-2016). The task is: Predict the reactants needed to synthesize the given product. (1) Given the product [C:34]([C:32]1[N:11]2[CH:12]=[CH:13][C:14]([CH:16]3[CH2:21][CH2:20][N:19]([C:22]([O:24][CH2:25][C:26]4[CH:31]=[CH:30][CH:29]=[CH:28][CH:27]=4)=[O:23])[CH2:18][CH2:17]3)=[CH:15][C:10]2=[N:9][C:8]=1[C:5]1[CH:6]=[CH:7][C:2]([F:1])=[CH:3][CH:4]=1)(=[O:35])[CH3:33], predict the reactants needed to synthesize it. The reactants are: [F:1][C:2]1[CH:7]=[CH:6][C:5]([C:8]2[N:9]=[C:10]3[CH:15]=[C:14]([CH:16]4[CH2:21][CH2:20][N:19]([C:22]([O:24][CH2:25][C:26]5[CH:31]=[CH:30][CH:29]=[CH:28][CH:27]=5)=[O:23])[CH2:18][CH2:17]4)[CH:13]=[CH:12][N:11]3[CH:32]=2)=[CH:4][CH:3]=1.[CH3:33][C:34](OCC1C2C(=CC=CC=2)C(COC(C)=O)=C2C=1C=CC=C2)=[O:35]. (2) Given the product [F:21][C:22]1[CH:23]=[CH:24][C:25]([N:28]([C:8]([N:3]2[CH2:4][CH2:5][O:6][CH2:7][C@@H:2]2[CH3:1])=[O:10])[NH2:29])=[N:26][CH:27]=1, predict the reactants needed to synthesize it. The reactants are: [CH3:1][C@H:2]1[CH2:7][O:6][CH2:5][CH2:4][NH:3]1.[C:8](Cl)(=[O:10])N.CCN(C(C)C)C(C)C.[F:21][C:22]1[CH:23]=[CH:24][C:25]([NH:28][NH2:29])=[N:26][CH:27]=1.